Dataset: Reaction yield outcomes from USPTO patents with 853,638 reactions. Task: Predict the reaction yield, written as a fraction of the theoretical maximum amount of product (1.0 means a 100% yield; for example, 0.34 means a 34% yield). (1) The reactants are [OH:1][C@H:2]1[C@H:6]([CH3:7])[O:5][C:4](=[O:8])[C@@H:3]1[CH2:9][CH2:10][C:11]1[CH:16]=[CH:15][CH:14]=[CH:13][CH:12]=1.CC1C=CC=C(C)N=1.FC(F)(F)S(O[Si:31]([CH:38]([CH3:40])[CH3:39])([CH:35]([CH3:37])[CH3:36])[CH:32]([CH3:34])[CH3:33])(=O)=O.C(=O)(O)[O-].[Na+]. The catalyst is C(Cl)Cl. The product is [CH3:7][C@@H:6]1[O:5][C:4](=[O:8])[C@H:3]([CH2:9][CH2:10][C:11]2[CH:16]=[CH:15][CH:14]=[CH:13][CH:12]=2)[C@H:2]1[O:1][Si:31]([CH:38]([CH3:40])[CH3:39])([CH:35]([CH3:37])[CH3:36])[CH:32]([CH3:34])[CH3:33]. The yield is 0.530. (2) The reactants are Cl.Cl.[CH:3]([N:6]([C:8]([C:10]1[N:19]=[C:18]2[N:12]([CH2:13][CH2:14][O:15][C:16]3[CH:23]=[C:22]([Br:24])[CH:21]=[CH:20][C:17]=32)[CH:11]=1)=[O:9])[NH2:7])([CH3:5])[CH3:4].[CH3:25][O:26][CH2:27][C:28](Cl)=[O:29]. The catalyst is C(Cl)Cl. The product is [CH:3]([N:6]([C:8]([C:10]1[N:19]=[C:18]2[N:12]([CH2:13][CH2:14][O:15][C:16]3[CH:23]=[C:22]([Br:24])[CH:21]=[CH:20][C:17]=32)[CH:11]=1)=[O:9])[NH:7][C:28](=[O:29])[CH2:27][O:26][CH3:25])([CH3:5])[CH3:4]. The yield is 0.860. (3) The reactants are [Cl:1][C:2]1[C:10]2[S:9][C:8]([S:11](Cl)(=[O:13])=[O:12])=[C:7]([CH3:15])[C:6]=2[CH:5]=[CH:4][CH:3]=1.[NH2:16][C:17]1[CH:18]=[C:19]([C:23]2[NH:27][N:26]=[N:25][N:24]=2)[CH:20]=[CH:21][CH:22]=1. No catalyst specified. The product is [Cl:1][C:2]1[C:10]2[S:9][C:8]([S:11]([NH:16][C:17]3[CH:22]=[CH:21][CH:20]=[C:19]([C:23]4[NH:27][N:26]=[N:25][N:24]=4)[CH:18]=3)(=[O:13])=[O:12])=[C:7]([CH3:15])[C:6]=2[CH:5]=[CH:4][CH:3]=1. The yield is 0.500. (4) The reactants are [C:1]1([C:22]2[CH:27]=[CH:26][CH:25]=[CH:24][CH:23]=2)[CH:6]=[CH:5][C:4]([CH2:7][NH:8][C:9]2[N:17]=[C:16](Cl)[N:15]=[C:14]3[C:10]=2[N:11]=[CH:12][N:13]3[CH2:19][CH2:20][CH3:21])=[CH:3][CH:2]=1.[NH2:28][C@H:29]([CH2:32][CH3:33])[CH2:30][OH:31].CCOCC. The catalyst is O. The product is [C:1]1([C:22]2[CH:27]=[CH:26][CH:25]=[CH:24][CH:23]=2)[CH:6]=[CH:5][C:4]([CH2:7][NH:8][C:9]2[N:17]=[C:16]([NH:28][C@H:29]([CH2:32][CH3:33])[CH2:30][OH:31])[N:15]=[C:14]3[C:10]=2[N:11]=[CH:12][N:13]3[CH2:19][CH2:20][CH3:21])=[CH:3][CH:2]=1. The yield is 0.590. (5) The reactants are Cl[C:2]1[CH:9]=[CH:8][C:5]([C:6]#[N:7])=[CH:4][N:3]=1.C(=O)([O-])[O-].[K+].[K+].[NH2:16][CH2:17][C:18]([NH2:21])([CH3:20])[CH3:19]. The catalyst is O1CCOCC1. The product is [NH2:21][C:18]([CH3:20])([CH3:19])[CH2:17][NH:16][C:2]1[CH:9]=[CH:8][C:5]([C:6]#[N:7])=[CH:4][N:3]=1. The yield is 0.840. (6) The reactants are [CH3:1][C:2]1[C:7]([CH2:8]O)=[CH:6][CH:5]=[C:4]([C:10]([F:13])([F:12])[F:11])[N:3]=1.[BrH:14]. No catalyst specified. The product is [Br:14][CH2:8][C:7]1[C:2]([CH3:1])=[N:3][C:4]([C:10]([F:13])([F:12])[F:11])=[CH:5][CH:6]=1. The yield is 0.710. (7) The reactants are C(NC(C)C)(C)C.C([Li])CCC.[CH2:13]([O:15][C:16](=[O:27])[CH2:17][C:18]1[CH:23]=[CH:22][C:21]([S:24][CH3:25])=[C:20]([Cl:26])[CH:19]=1)[CH3:14].I[CH2:29][CH:30]1[CH2:34][CH2:33][CH2:32][CH2:31]1. The catalyst is O1CCCC1.CN1CCCN(C)C1=O. The product is [CH2:13]([O:15][C:16](=[O:27])[CH:17]([C:18]1[CH:23]=[CH:22][C:21]([S:24][CH3:25])=[C:20]([Cl:26])[CH:19]=1)[CH2:29][CH:30]1[CH2:34][CH2:33][CH2:32][CH2:31]1)[CH3:14]. The yield is 0.560. (8) The catalyst is C(#N)CC. The product is [CH3:20][NH:21][C:22](=[O:36])[C:23]1[CH:28]=[CH:27][C:26]([N:29]2[CH2:34][CH2:33][N:32]([CH2:2][C:3]3[CH:12]=[N:11][C:10]4[N:9]5[CH2:13][CH2:14][CH2:15][CH2:16][C@H:8]5[C:7](=[O:17])[NH:6][C:5]=4[CH:4]=3)[CH2:31][CH2:30]2)=[C:25]([CH3:35])[CH:24]=1. The reactants are O[CH2:2][C:3]1[CH:12]=[N:11][C:10]2[N:9]3[CH2:13][CH2:14][CH2:15][CH2:16][C@H:8]3[C:7](=[O:17])[NH:6][C:5]=2[CH:4]=1.Cl.Cl.[CH3:20][NH:21][C:22](=[O:36])[C:23]1[CH:28]=[CH:27][C:26]([N:29]2[CH2:34][CH2:33][NH:32][CH2:31][CH2:30]2)=[C:25]([CH3:35])[CH:24]=1.[I-].C(C[P+](C)(C)C)#N.C(N(CC)C(C)C)(C)C. The yield is 0.142. (9) The reactants are [Br:1][C:2]1[S:6][C:5]([CH2:7][CH2:8][O:9][Si:10]([CH:17]([CH3:19])[CH3:18])([CH:14]([CH3:16])[CH3:15])[CH:11]([CH3:13])[CH3:12])=[CH:4][CH:3]=1.[Li+].CC([N-]C(C)C)C.C1C(=O)N([I:35])C(=O)C1. The product is [Br:1][C:2]1[S:6][C:5]([CH2:7][CH2:8][O:9][Si:10]([CH:11]([CH3:13])[CH3:12])([CH:17]([CH3:19])[CH3:18])[CH:14]([CH3:16])[CH3:15])=[CH:4][C:3]=1[I:35]. The yield is 0.610. The catalyst is C1COCC1.